This data is from Full USPTO retrosynthesis dataset with 1.9M reactions from patents (1976-2016). The task is: Predict the reactants needed to synthesize the given product. Given the product [I:15][C:5]1[S:4][N:3]=[C:2]([CH3:1])[C:6]=1[C:7]([OH:9])=[O:8], predict the reactants needed to synthesize it. The reactants are: [CH3:1][C:2]1[C:6]([C:7]([OH:9])=[O:8])=[CH:5][S:4][N:3]=1.C([Li])CCC.[I:15]I.Cl.